The task is: Predict the reaction yield, written as a fraction of the theoretical maximum amount of product (1.0 means a 100% yield; for example, 0.34 means a 34% yield).. This data is from Reaction yield outcomes from USPTO patents with 853,638 reactions. (1) The reactants are [CH3:1][O-:2].[Na+].[CH2:4]([O:22][C:23]1[CH:28]=[CH:27][C:26]([CH2:29][C:30]([O-:32])=[O:31])=[CH:25][CH:24]=1)[CH2:5][CH2:6][CH2:7][CH2:8][CH2:9][CH2:10][CH2:11][CH2:12][CH2:13][CH2:14][CH2:15][CH2:16][CH2:17][CH2:18][CH2:19][CH2:20][CH3:21].Cl.C(Cl)Cl.CN([CH:40]=[O:41])C. The catalyst is CCCCCC. The product is [OH:2][CH2:1][C:29]([CH2:40][OH:41])([C:26]1[CH:27]=[CH:28][C:23]([O:22][CH2:4][CH2:5][CH2:6][CH2:7][CH2:8][CH2:9][CH2:10][CH2:11][CH2:12][CH2:13][CH2:14][CH2:15][CH2:16][CH2:17][CH2:18][CH2:19][CH2:20][CH3:21])=[CH:24][CH:25]=1)[C:30]([OH:32])=[O:31]. The yield is 0.360. (2) The reactants are [NH2:1][C:2]1[C:3]([F:12])=[C:4]([CH:9]=[CH:10][CH:11]=1)[C:5]([O:7][CH3:8])=[O:6].N1C=CC=CC=1.[F:19][C:20]1[CH:25]=[CH:24][CH:23]=[C:22]([F:26])[C:21]=1[S:27](Cl)(=[O:29])=[O:28]. The catalyst is C(Cl)Cl. The product is [F:19][C:20]1[CH:25]=[CH:24][CH:23]=[C:22]([F:26])[C:21]=1[S:27]([NH:1][C:2]1[C:3]([F:12])=[C:4]([CH:9]=[CH:10][CH:11]=1)[C:5]([O:7][CH3:8])=[O:6])(=[O:29])=[O:28]. The yield is 0.870. (3) The reactants are [CH3:1][O:2][C:3]1[N:8]=[C:7]([CH3:9])[C:6]([N+:10]([O-])=O)=[CH:5][CH:4]=1. The catalyst is CO.[Pd]. The product is [CH3:1][O:2][C:3]1[N:8]=[C:7]([CH3:9])[C:6]([NH2:10])=[CH:5][CH:4]=1. The yield is 0.920. (4) The reactants are [CH2:1]([S:8][C:9]1[CH:10]=[C:11]2[C:16](=[CH:17][CH:18]=1)[CH:15]([C:19]1[CH:24]=[CH:23][C:22]([C:25]([F:28])([F:27])[F:26])=[CH:21][C:20]=1[O:29][CH3:30])[NH:14][CH2:13][CH2:12]2)[C:2]1[CH:7]=[CH:6][CH:5]=[CH:4][CH:3]=1.[C:31](O[C:31]([O:33][C:34]([CH3:37])([CH3:36])[CH3:35])=[O:32])([O:33][C:34]([CH3:37])([CH3:36])[CH3:35])=[O:32].C(N(CC)CC)C.CN(C1C=CC=CN=1)C. The catalyst is CC1OCCC1.CCOC(C)=O. The product is [CH2:1]([S:8][C:9]1[CH:10]=[C:11]2[C:16](=[CH:17][CH:18]=1)[CH:15]([C:19]1[CH:24]=[CH:23][C:22]([C:25]([F:28])([F:27])[F:26])=[CH:21][C:20]=1[O:29][CH3:30])[N:14]([C:31]([O:33][C:34]([CH3:37])([CH3:36])[CH3:35])=[O:32])[CH2:13][CH2:12]2)[C:2]1[CH:7]=[CH:6][CH:5]=[CH:4][CH:3]=1. The yield is 0.526. (5) The reactants are [OH:1][C:2]1([C:5]([O:7][CH3:8])=[O:6])[CH2:4][CH2:3]1.[H-].[Na+].I[CH3:12]. The catalyst is CN(C=O)C. The product is [CH3:12][O:1][C:2]1([C:5]([O:7][CH3:8])=[O:6])[CH2:4][CH2:3]1. The yield is 0.980. (6) The reactants are [Br:1][C:2]1[CH:3]=[C:4]([C:9]([CH:13]2[CH2:17][CH2:16][CH2:15][CH2:14]2)=[CH:10]OC)[C:5]([NH2:8])=[N:6][CH:7]=1.Cl(O)(=O)(=O)=O. The catalyst is O1CCOCC1. The product is [Br:1][C:2]1[CH:3]=[C:4]2[C:9]([CH:13]3[CH2:17][CH2:16][CH2:15][CH2:14]3)=[CH:10][NH:8][C:5]2=[N:6][CH:7]=1. The yield is 0.670. (7) The reactants are Cl[CH:2]([CH:15]1[CH2:20][CH2:19][CH2:18][CH2:17][CH2:16]1)[C:3]1[O:4][C:5]2[CH:12]=[CH:11][C:10]([O:13][CH3:14])=[CH:9][C:6]=2[C:7]=1[CH3:8].[NH2:21][C:22]1[CH:31]=[CH:30][C:25]([C:26]([O:28]C)=[O:27])=[CH:24][CH:23]=1.[I-].[Na+].C(=O)([O-])[O-].[Na+].[Na+].Cl.[OH-].[Na+]. The catalyst is C(O)C.O1CCCC1.CN(C)C=O. The product is [CH:15]1([CH:2]([NH:21][C:22]2[CH:31]=[CH:30][C:25]([C:26]([OH:28])=[O:27])=[CH:24][CH:23]=2)[C:3]2[O:4][C:5]3[CH:12]=[CH:11][C:10]([O:13][CH3:14])=[CH:9][C:6]=3[C:7]=2[CH3:8])[CH2:20][CH2:19][CH2:18][CH2:17][CH2:16]1. The yield is 0.740. (8) The reactants are [C:1](Cl)(=[O:8])[C:2]1[CH:7]=[CH:6][CH:5]=[CH:4][CH:3]=1.[N:10]([C@@H:13]1[C@@H:20]([CH3:21])[O:19][C@H:16]([O:17][CH3:18])[C@@H:15]([OH:22])[C@H:14]1[OH:23])=[N+:11]=[N-:12].[CH3:24][OH:25]. The catalyst is N1C=CC=CC=1.CN(C1C=CN=CC=1)C.C(Cl)Cl. The product is [N:10]([C@@H:13]1[C@@H:20]([CH3:21])[O:19][C@H:16]([O:17][CH3:18])[C@@H:15]([O:22][C:1](=[O:8])[C:2]2[CH:7]=[CH:6][CH:5]=[CH:4][CH:3]=2)[C@H:14]1[O:23][C:24](=[O:25])[C:2]1[CH:7]=[CH:6][CH:5]=[CH:4][CH:3]=1)=[N+:11]=[N-:12]. The yield is 0.970.